Dataset: Catalyst prediction with 721,799 reactions and 888 catalyst types from USPTO. Task: Predict which catalyst facilitates the given reaction. (1) Reactant: [CH3:1][C@@H:2]1[CH2:7][N:6]([C:8]([O:10][C:11]([CH3:14])([CH3:13])[CH3:12])=[O:9])[C@H:5]([CH2:15][NH:16]CC2C=CC=CC=2)[CH2:4][CH2:3]1. Product: [NH2:16][CH2:15][C@@H:5]1[CH2:4][CH2:3][C@H:2]([CH3:1])[CH2:7][N:6]1[C:8]([O:10][C:11]([CH3:12])([CH3:14])[CH3:13])=[O:9]. The catalyst class is: 105. (2) Reactant: [OH:1][C@@:2]1([C:9]#[C:10][C:11]2[CH:12]=[C:13]([N:17]3[C:25]4[C:20](=[CH:21][C:22]([O:26][CH3:27])=[CH:23][CH:24]=4)[C:19]([C:28]([O:30]C)=O)=[N:18]3)[CH:14]=[CH:15][CH:16]=2)[CH2:6][CH2:5][N:4]([CH3:7])[C:3]1=[O:8].[NH3:32]. Product: [OH:1][C@@:2]1([C:9]#[C:10][C:11]2[CH:12]=[C:13]([N:17]3[C:25]4[C:20](=[CH:21][C:22]([O:26][CH3:27])=[CH:23][CH:24]=4)[C:19]([C:28]([NH2:32])=[O:30])=[N:18]3)[CH:14]=[CH:15][CH:16]=2)[CH2:6][CH2:5][N:4]([CH3:7])[C:3]1=[O:8]. The catalyst class is: 5. (3) Reactant: C(=O)([O-])[O-].[K+].[K+].[CH2:7]([N:10]=[C:11]=[O:12])[CH2:8][CH3:9].[CH3:13][C:14]1[NH:18][N:17]=[C:16]([O:19][C:20]2[CH:25]=[CH:24][C:23]([N+:26]([O-:28])=[O:27])=[C:22]([C:29]([F:32])([F:31])[F:30])[CH:21]=2)[CH:15]=1.Cl. Product: [CH2:7]([NH:10][C:11]([N:18]1[C:14]([CH3:13])=[CH:15][C:16]([O:19][C:20]2[CH:25]=[CH:24][C:23]([N+:26]([O-:28])=[O:27])=[C:22]([C:29]([F:30])([F:31])[F:32])[CH:21]=2)=[N:17]1)=[O:12])[CH2:8][CH3:9]. The catalyst class is: 13. (4) Reactant: [NH2:1][C:2]1[CH:11]=[CH:10][CH:9]=[C:8]2[C:3]=1[CH2:4][C:5](=[O:14])[N:6]([CH2:12][CH3:13])[CH2:7]2.CCN(C(C)C)C(C)C.Br[CH2:25][C:26]([O:28][CH2:29][CH3:30])=[O:27]. Product: [CH2:29]([O:28][C:26](=[O:27])[CH2:25][NH:1][C:2]1[CH:11]=[CH:10][CH:9]=[C:8]2[C:3]=1[CH2:4][C:5](=[O:14])[N:6]([CH2:12][CH3:13])[CH2:7]2)[CH3:30]. The catalyst class is: 12. (5) Reactant: [CH2:1]([N:4]([CH2:8][C:9]1[CH:14]=[CH:13][C:12]([NH:15][C:16](=[O:32])[C:17]2[CH:22]=[CH:21][C:20]([CH2:23][NH:24][CH2:25][C:26]3[N:27]([CH3:31])[CH:28]=[CH:29][N:30]=3)=[CH:19][CH:18]=2)=[CH:11][CH:10]=1)[CH2:5][CH2:6][CH3:7])[CH2:2][CH3:3].C([BH3-])#N.[Na+].C(O)(=O)C.[CH3:41][C:42]1[C:43]([CH:49]=O)=[N:44][CH:45]=[C:46]([CH3:48])[CH:47]=1. Product: [CH3:41][C:42]1[C:43]([CH2:49][N:24]([CH2:23][C:20]2[CH:21]=[CH:22][C:17]([C:16]([NH:15][C:12]3[CH:11]=[CH:10][C:9]([CH2:8][N:4]([CH2:5][CH2:6][CH3:7])[CH2:1][CH2:2][CH3:3])=[CH:14][CH:13]=3)=[O:32])=[CH:18][CH:19]=2)[CH2:25][C:26]2[N:27]([CH3:31])[CH:28]=[CH:29][N:30]=2)=[N:44][CH:45]=[C:46]([CH3:48])[CH:47]=1. The catalyst class is: 5. (6) Reactant: [F:1][C:2]([F:28])([F:27])[C:3]1[CH:8]=[CH:7][C:6]([C:9]2[C:10]([C:15]([NH:17][C:18]3[CH:19]=[C:20]([C:24]([OH:26])=O)[N:21]([CH3:23])[CH:22]=3)=[O:16])=[CH:11][CH:12]=[CH:13][CH:14]=2)=[CH:5][CH:4]=1.[CH2:29]([O:36][C:37]1[CH:45]=[CH:44][C:40]([CH2:41]CN)=[CH:39][CH:38]=1)[C:30]1[CH:35]=[CH:34][CH:33]=[CH:32][CH:31]=1.[CH3:46][N:47](C(ON1N=NC2C=CC=CC1=2)=[N+](C)C)C.[B-](F)(F)(F)F.C(N(C(C)C)C(C)C)C. Product: [CH2:29]([O:36][C:37]1[CH:38]=[CH:39][C:40]([CH2:41][N:47]([CH3:46])[C:24]([C:20]2[N:21]([CH3:23])[CH:22]=[C:18]([NH:17][C:15]([C:10]3[C:9]([C:6]4[CH:5]=[CH:4][C:3]([C:2]([F:28])([F:27])[F:1])=[CH:8][CH:7]=4)=[CH:14][CH:13]=[CH:12][CH:11]=3)=[O:16])[CH:19]=2)=[O:26])=[CH:44][CH:45]=1)[C:30]1[CH:31]=[CH:32][CH:33]=[CH:34][CH:35]=1. The catalyst class is: 9.